From a dataset of Catalyst prediction with 721,799 reactions and 888 catalyst types from USPTO. Predict which catalyst facilitates the given reaction. (1) The catalyst class is: 25. Product: [N-:16]1[CH:20]=[CH:19][N:18]=[CH:17]1.[CH2:4]([OH:15])[C:5]1[CH:10]=[CH:9][CH:8]=[CH:7][CH:6]=1. Reactant: N1[C:10]2[C:5](=[CH:6][CH:7]=[CH:8][CH:9]=2)[CH:4]=CC=1C(O)=O.C(N1C=CN=C1)([N:16]1[CH:20]=[CH:19][N:18]=[CH:17]1)=[O:15]. (2) Reactant: [C:1]([O:5][C:6]([N:8]1[CH2:16][C:15]2[C:10](=[CH:11][CH:12]=[C:13]([CH2:17]O)[CH:14]=2)[CH2:9]1)=[O:7])([CH3:4])([CH3:3])[CH3:2].CS(Cl)(=O)=O.S([O-])(=O)(=O)C.[NH:29]1[CH2:33][CH2:32][CH2:31][CH2:30]1. Product: [C:1]([O:5][C:6]([N:8]1[CH2:16][C:15]2[C:10](=[CH:11][CH:12]=[C:13]([CH2:17][N:29]3[CH2:33][CH2:32][CH2:31][CH2:30]3)[CH:14]=2)[CH2:9]1)=[O:7])([CH3:4])([CH3:3])[CH3:2]. The catalyst class is: 46. (3) Reactant: [CH2:1]([O:3][C:4](=[O:15])[C:5]([CH3:14])([CH3:13])[CH2:6][NH:7][CH:8]1[CH2:12][CH2:11][CH2:10][CH2:9]1)[CH3:2].[Cl:16][C:17]1[N:22]=[C:21](Cl)[C:20]([N+:24]([O-:26])=[O:25])=[CH:19][N:18]=1.C([O-])([O-])=O.[K+].[K+]. Product: [CH2:1]([O:3][C:4](=[O:15])[C:5]([CH3:14])([CH3:13])[CH2:6][N:7]([C:19]1[C:20]([N+:24]([O-:26])=[O:25])=[CH:21][N:22]=[C:17]([Cl:16])[N:18]=1)[CH:8]1[CH2:12][CH2:11][CH2:10][CH2:9]1)[CH3:2]. The catalyst class is: 21. (4) Reactant: C(OC(=O)[NH:7][C:8]1[CH:13]=[CH:12][CH:11]=[C:10]([CH2:14][N:15]2[CH2:20][CH2:19][CH:18]([C:21](=[O:29])[NH:22][CH:23]3[CH2:28][CH2:27][CH2:26][CH2:25][CH2:24]3)[CH2:17][CH2:16]2)[CH:9]=1)(C)(C)C.Cl.[OH-].[Na+]. Product: [CH:23]1([NH:22][C:21]([CH:18]2[CH2:17][CH2:16][N:15]([CH2:14][C:10]3[CH:11]=[CH:12][CH:13]=[C:8]([NH2:7])[CH:9]=3)[CH2:20][CH2:19]2)=[O:29])[CH2:24][CH2:25][CH2:26][CH2:27][CH2:28]1. The catalyst class is: 12. (5) Reactant: [Na].[C:2]([O:9][CH2:10][CH3:11])(=[O:8])[C:3]([O:5]CC)=O.[CH3:12][O:13][CH2:14][C:15](=[O:17])[CH3:16].S(=O)(=O)(O)O. Product: [CH3:12][O:13][CH2:14][C:15](=[O:17])[CH2:16][C:3](=[O:5])[C:2]([O:9][CH2:10][CH3:11])=[O:8]. The catalyst class is: 8. (6) Reactant: [CH2:1]([N:3]1[C:11]2[C:6](=[CH:7][C:8]([C:12](=O)[CH2:13][C:14]([O:16]CC)=O)=[CH:9][CH:10]=2)[CH:5]=[N:4]1)[CH3:2].CC1C=CC(S(O)(=O)=O)=CC=1.[CH3:31][N:32]1[CH:36]=[CH:35][C:34]([C:37]2[CH:38]=[N:39][NH:40][C:41]=2[NH2:42])=[N:33]1. Product: [CH2:1]([N:3]1[C:11]2[C:6](=[CH:7][C:8]([C:12]3[NH:42][C:41]4[N:40]([N:39]=[CH:38][C:37]=4[C:34]4[CH:35]=[CH:36][N:32]([CH3:31])[N:33]=4)[C:14](=[O:16])[CH:13]=3)=[CH:9][CH:10]=2)[CH:5]=[N:4]1)[CH3:2]. The catalyst class is: 114. (7) Reactant: [CH3:1][O:2][C:3]([C:5]1[CH:10]=[CH:9][C:8](B(O)O)=[CH:7][CH:6]=1)=[O:4].Br[C:15]1[CH:16]=[CH:17][C:18]2[O:24][CH2:23][CH2:22][N:21]([C:25]([O:27][C:28]([CH3:31])([CH3:30])[CH3:29])=[O:26])[CH2:20][C:19]=2[CH:32]=1.P([O-])([O-])([O-])=O.[K+].[K+].[K+]. Product: [CH3:1][O:2][C:3]([C:5]1[CH:10]=[CH:9][C:8]([C:15]2[CH:16]=[CH:17][C:18]3[O:24][CH2:23][CH2:22][N:21]([C:25]([O:27][C:28]([CH3:30])([CH3:29])[CH3:31])=[O:26])[CH2:20][C:19]=3[CH:32]=2)=[CH:7][CH:6]=1)=[O:4]. The catalyst class is: 75.